Dataset: Peptide-MHC class I binding affinity with 185,985 pairs from IEDB/IMGT. Task: Regression. Given a peptide amino acid sequence and an MHC pseudo amino acid sequence, predict their binding affinity value. This is MHC class I binding data. (1) The peptide sequence is MQRIISLSV. The MHC is HLA-A02:01 with pseudo-sequence HLA-A02:01. The binding affinity (normalized) is 0.435. (2) The peptide sequence is EGIIPDWQDY. The MHC is Mamu-B52 with pseudo-sequence Mamu-B52. The binding affinity (normalized) is 0.401. (3) The peptide sequence is VMSELFDTL. The MHC is HLA-B15:01 with pseudo-sequence HLA-B15:01. The binding affinity (normalized) is 0.510. (4) The peptide sequence is ELIRRVRRY. The MHC is HLA-B57:01 with pseudo-sequence HLA-B57:01. The binding affinity (normalized) is 0.0847.